The task is: Predict the reactants needed to synthesize the given product.. This data is from Full USPTO retrosynthesis dataset with 1.9M reactions from patents (1976-2016). (1) The reactants are: [CH3:1][C:2]1[CH:7]=[CH:6][CH:5]=[CH:4][C:3]=1[C:8]1[CH:13]=[CH:12][C:11]([C:14](O)=O)=[CH:10][C:9]=1[C:17]([F:20])([F:19])[F:18].[NH2:21][C:22](=[N:41][OH:42])[C:23]1[CH:24]=[CH:25][C:26]([Cl:40])=[C:27]([CH:39]=1)[CH2:28][N:29]([CH3:38])[CH2:30][C:31]([O:33][C:34]([CH3:37])([CH3:36])[CH3:35])=[O:32]. Given the product [Cl:40][C:26]1[CH:25]=[CH:24][C:23]([C:22]2[N:21]=[C:14]([C:11]3[CH:12]=[CH:13][C:8]([C:3]4[CH:4]=[CH:5][CH:6]=[CH:7][C:2]=4[CH3:1])=[C:9]([C:17]([F:18])([F:20])[F:19])[CH:10]=3)[O:42][N:41]=2)=[CH:39][C:27]=1[CH2:28][N:29]([CH3:38])[CH2:30][C:31]([O:33][C:34]([CH3:37])([CH3:36])[CH3:35])=[O:32].[ClH:40].[Cl:40][C:26]1[CH:25]=[CH:24][C:23]([C:22]2[N:21]=[C:14]([C:11]3[CH:12]=[CH:13][C:8]([C:3]4[CH:4]=[CH:5][CH:6]=[CH:7][C:2]=4[CH3:1])=[C:9]([C:17]([F:18])([F:20])[F:19])[CH:10]=3)[O:42][N:41]=2)=[CH:39][C:27]=1[CH2:28][N:29]([CH3:38])[CH2:30][C:31]([OH:33])=[O:32], predict the reactants needed to synthesize it. (2) The reactants are: [C:1]([O:5][C:6]([N:8]1[CH2:13][CH2:12][C:11]([CH2:21][O:22]CC2C=CC=CC=2)([CH2:14][NH:15][CH2:16][C:17]([F:20])([F:19])[F:18])[CH2:10][CH2:9]1)=[O:7])([CH3:4])([CH3:3])[CH3:2].Cl. Given the product [C:1]([O:5][C:6]([N:8]1[CH2:13][CH2:12][C:11]([CH2:21][OH:22])([CH2:14][NH:15][CH2:16][C:17]([F:18])([F:19])[F:20])[CH2:10][CH2:9]1)=[O:7])([CH3:4])([CH3:3])[CH3:2], predict the reactants needed to synthesize it.